From a dataset of Forward reaction prediction with 1.9M reactions from USPTO patents (1976-2016). Predict the product of the given reaction. (1) Given the reactants [C:1]([O:7][C:8]1([CH3:17])[CH2:13][CH2:12][CH:11]([CH:14]([CH3:16])[CH3:15])[CH2:10][CH2:9]1)(=[O:6])[CH2:2][C:3]([CH3:5])=[O:4], predict the reaction product. The product is: [OH:4][C@@H:3]([CH3:5])[CH2:2][C:1]([O:7][C:8]1([CH3:17])[CH2:9][CH2:10][CH:11]([CH:14]([CH3:15])[CH3:16])[CH2:12][CH2:13]1)=[O:6]. (2) Given the reactants [NH2:1][CH2:2][CH2:3][CH:4]1[CH2:11][N:10]2[C:12]3[CH:13]=[C:14]([C:25]([O:27][CH3:28])=[O:26])[CH:15]=[CH:16][C:17]=3[C:18]([CH:19]3[CH2:24][CH2:23][CH2:22][CH2:21][CH2:20]3)=[C:9]2[C:8]2[CH:29]=[CH:30][CH:31]=[CH:32][C:7]=2[O:6][CH2:5]1.[C:33]([O:37][C:38]([NH:40][CH2:41][CH2:42][C:43](O)=[O:44])=[O:39])([CH3:36])([CH3:35])[CH3:34].CN(C(ON1N=NC2C=CC=NC1=2)=[N+](C)C)C.F[P-](F)(F)(F)(F)F.CCN(C(C)C)C(C)C, predict the reaction product. The product is: [C:33]([O:37][C:38]([NH:40][CH2:41][CH2:42][C:43]([NH:1][CH2:2][CH2:3][CH:4]1[CH2:11][N:10]2[C:12]3[CH:13]=[C:14]([C:25]([O:27][CH3:28])=[O:26])[CH:15]=[CH:16][C:17]=3[C:18]([CH:19]3[CH2:20][CH2:21][CH2:22][CH2:23][CH2:24]3)=[C:9]2[C:8]2[CH:29]=[CH:30][CH:31]=[CH:32][C:7]=2[O:6][CH2:5]1)=[O:44])=[O:39])([CH3:36])([CH3:35])[CH3:34]. (3) Given the reactants [CH2:1]([O:3][C:4]1[C:13]([F:14])=[C:12]2[C:7]([CH:8]=[C:9]([CH:17](O)[CH2:18][C@H:19]3[CH2:24][CH2:23][C@H:22]([C@H:25]4[CH2:30][CH2:29][C@H:28]([CH2:31][CH2:32][CH2:33][CH3:34])[CH2:27][CH2:26]4)[CH2:21][CH2:20]3)[C:10]([F:16])=[C:11]2[F:15])=[CH:6][CH:5]=1)[CH3:2].C1(C)C=CC(S(O)(=O)=O)=CC=1, predict the reaction product. The product is: [CH2:1]([O:3][C:4]1[C:13]([F:14])=[C:12]2[C:7]([CH:8]=[C:9](/[CH:17]=[CH:18]/[C@H:19]3[CH2:24][CH2:23][C@H:22]([C@H:25]4[CH2:26][CH2:27][C@H:28]([CH2:31][CH2:32][CH2:33][CH3:34])[CH2:29][CH2:30]4)[CH2:21][CH2:20]3)[C:10]([F:16])=[C:11]2[F:15])=[CH:6][CH:5]=1)[CH3:2]. (4) Given the reactants [F:1][C:2]1[CH:3]=[CH:4][C:5](B2OC(C)(C)C(C)(C)O2)=[C:6]2[C:10]=1[C@H:9]([O:11][C:12]1[CH:25]=[CH:24][C:15]3[C@H:16]([CH2:19][C:20]([O:22][CH3:23])=[O:21])[CH2:17][O:18][C:14]=3[CH:13]=1)[CH2:8][CH2:7]2.Br[C:36]1[C:48]([CH3:49])=[CH:47][C:39]([O:40][CH2:41][CH:42]2[CH2:46][CH2:45][CH2:44][O:43]2)=[CH:38][C:37]=1[CH3:50], predict the reaction product. The product is: [CH3:50][C:37]1[CH:38]=[C:39]([O:40][CH2:41][CH:42]2[CH2:46][CH2:45][CH2:44][O:43]2)[CH:47]=[C:48]([CH3:49])[C:36]=1[C:5]1[CH:4]=[CH:3][C:2]([F:1])=[C:10]2[C:6]=1[CH2:7][CH2:8][C@H:9]2[O:11][C:12]1[CH:25]=[CH:24][C:15]2[C@H:16]([CH2:19][C:20]([O:22][CH3:23])=[O:21])[CH2:17][O:18][C:14]=2[CH:13]=1. (5) Given the reactants Cl[C:2]1[N:7]=[C:6]([NH:8][C:9]2[CH:14]=[CH:13][C:12]([P:15]([CH3:18])([CH3:17])=[O:16])=[CH:11][CH:10]=2)[C:5]([Cl:19])=[CH:4][N:3]=1.[CH3:20][O:21][C:22]1[C:27]([NH2:28])=[CH:26][CH:25]=[C:24](OC)[N:23]=1, predict the reaction product. The product is: [Cl:19][C:5]1[C:6]([NH:8][C:9]2[CH:14]=[CH:13][C:12]([P:15]([CH3:18])([CH3:17])=[O:16])=[CH:11][CH:10]=2)=[N:7][C:2]([NH:28][C:27]2[C:22]([O:21][CH3:20])=[N:23][C:24]([P:15]([CH3:17])([CH3:12])=[O:16])=[CH:25][CH:26]=2)=[N:3][CH:4]=1.